From a dataset of Catalyst prediction with 721,799 reactions and 888 catalyst types from USPTO. Predict which catalyst facilitates the given reaction. (1) The catalyst class is: 739. Product: [NH:10]([CH:6]1[CH2:7][CH2:8][NH:3][CH2:4][CH2:5]1)[C:11]1[CH:16]=[CH:15][CH:14]=[CH:13][CH:12]=1. Reactant: O.Cl.[NH:3]1[CH2:8][CH2:7][C:6](=O)[CH2:5][CH2:4]1.[NH2:10][C:11]1[CH:16]=[CH:15][CH:14]=[CH:13][CH:12]=1.C(O)(=O)C. (2) Reactant: [C:1]([N:18]=[C:19]=[S:20])(=[O:17])[O:2][CH2:3][CH:4]1[C:16]2[CH:15]=[CH:14][CH:13]=[CH:12][C:11]=2[C:10]2[C:5]1=[CH:6][CH:7]=[CH:8][CH:9]=2.[NH2:21][C:22]([C:29]1[S:30][CH:31]=[C:32]([Br:34])[CH:33]=1)([CH3:28])[CH2:23][C:24](=[CH2:27])[CH2:25][OH:26]. Product: [Br:34][C:32]1[CH:33]=[C:29]([C:22]([NH:21][C:19]([NH:18][C:1](=[O:17])[O:2][CH2:3][CH:4]2[C:5]3[CH:6]=[CH:7][CH:8]=[CH:9][C:10]=3[C:11]3[C:16]2=[CH:15][CH:14]=[CH:13][CH:12]=3)=[S:20])([CH3:28])[CH2:23][C:24]([CH2:25][OH:26])=[CH2:27])[S:30][CH:31]=1. The catalyst class is: 49. (3) Reactant: C([O:5][C:6](=[O:25])[CH2:7][CH2:8][C:9]([O:11][CH2:12][O:13][C:14](=[O:24])[CH2:15][CH2:16][C:17]([O:19]C(C)(C)C)=[O:18])=[O:10])(C)(C)C.FC(F)(F)C(O)=O. Product: [C:17]([CH2:16][CH2:15][C:14]([O:13][CH2:12][O:11][C:9](=[O:10])[CH2:8][CH2:7][C:6]([OH:25])=[O:5])=[O:24])([OH:19])=[O:18]. The catalyst class is: 4. (4) The catalyst class is: 20. Reactant: Cl[C:2]1([C:19]2[CH:24]=[CH:23][CH:22]=[CH:21][CH:20]=2)[C:10]2[C:5](=[CH:6][CH:7]=[C:8]([C:11]3[C:12]([CH3:17])=[N:13][O:14][C:15]=3[CH3:16])[CH:9]=2)[NH:4][C:3]1=[O:18].N1C=CC=CC=1.[CH2:31]([OH:34])[CH2:32][OH:33]. Product: [CH3:17][C:12]1[C:11]([C:8]2[CH:9]=[C:10]3[C:5](=[CH:6][CH:7]=2)[NH:4][C:3](=[O:18])[C:2]3([O:33][CH2:32][CH2:31][OH:34])[C:19]2[CH:24]=[CH:23][CH:22]=[CH:21][CH:20]=2)=[C:15]([CH3:16])[O:14][N:13]=1.